Task: Predict the product of the given reaction.. Dataset: Forward reaction prediction with 1.9M reactions from USPTO patents (1976-2016) The product is: [CH2:17]([NH:16][C:14]([NH:13][C:11]1[S:12][C:8]2[CH:7]=[C:6]([C:4](=[O:5])[CH2:3][CH2:2][NH:1][C:33](=[O:34])[C:32]3[CH:36]=[CH:37][C:29]([F:28])=[CH:30][CH:31]=3)[CH:20]=[CH:19][C:9]=2[N:10]=1)=[O:15])[CH3:18]. Given the reactants [NH2:1][CH2:2][CH2:3][C:4]([C:6]1[CH:20]=[CH:19][C:9]2[N:10]=[C:11]([NH:13][C:14]([NH:16][CH2:17][CH3:18])=[O:15])[S:12][C:8]=2[CH:7]=1)=[O:5].C(N(CC)CC)C.[F:28][C:29]1[CH:37]=[CH:36][C:32]([C:33](Cl)=[O:34])=[CH:31][CH:30]=1, predict the reaction product.